Task: Predict which catalyst facilitates the given reaction.. Dataset: Catalyst prediction with 721,799 reactions and 888 catalyst types from USPTO (1) Reactant: O=[C:2]1[CH2:7][CH2:6][N:5]([C:8]([O:10][C:11]([CH3:14])([CH3:13])[CH3:12])=[O:9])[CH2:4][CH2:3]1.[CH3:15][O:16][CH:17]([O:20][CH3:21])[CH2:18][NH2:19].C(O[BH-](OC(=O)C)OC(=O)C)(=O)C.[Na+]. Product: [CH3:15][O:16][CH:17]([O:20][CH3:21])[CH2:18][NH:19][CH:2]1[CH2:7][CH2:6][N:5]([C:8]([O:10][C:11]([CH3:14])([CH3:13])[CH3:12])=[O:9])[CH2:4][CH2:3]1. The catalyst class is: 26. (2) Reactant: [C:1]([OH:20])(=[O:19])[CH2:2][CH2:3][CH2:4][CH2:5][CH2:6][CH2:7][CH2:8][CH2:9][CH2:10][CH2:11][CH2:12][CH2:13][CH2:14][CH2:15][CH:16]([CH3:18])[CH3:17].[CH3:21][CH2:22][CH2:23][CH2:24][CH2:25][CH2:26][CH2:27][CH2:28][CH2:29][CH2:30][CH2:31][CH2:32][CH2:33][CH2:34][O:35][C:36]1[O:40][C:39]([C:41]([OH:43])=[O:42])=[CH:38][CH:37]=1.[C:44]([OH:47])(=[O:46])[CH3:45]. Product: [C:1]([OH:20])(=[O:19])[CH2:2][CH2:3][CH2:4][CH2:5][CH2:6][CH2:7][CH2:8][CH2:9][CH2:10][CH2:11][CH2:12][CH2:13][CH2:14][CH2:15][CH:16]([CH3:17])[CH3:18].[CH3:21][CH2:22][CH2:23][CH2:24][CH2:25][CH2:26][CH2:27][CH2:28][CH2:29][CH2:30][CH2:31][CH2:32][CH2:33][CH2:34][O:35][C:36]1[O:40][C:39]([C:41]([OH:43])=[O:42])=[CH:38][CH:37]=1.[C:44]([O-:47])(=[O:46])[CH3:45]. The catalyst class is: 6. (3) Reactant: [CH2:1]([C:3]1[S:7][C:6]([C:8](=[O:24])[CH2:9][CH2:10][C:11]2[CH:16]=[C:15]([CH3:17])[C:14]([O:18][CH2:19][CH2:20][CH2:21][OH:22])=[C:13]([CH3:23])[CH:12]=2)=[C:5]2[CH2:25][CH2:26][C:27]([CH3:30])([CH3:29])[CH2:28][C:4]=12)[CH3:2].CCN(C(C)C)C(C)C.[CH3:40][S:41](Cl)(=[O:43])=[O:42]. Product: [CH2:1]([C:3]1[S:7][C:6]([C:8](=[O:24])[CH2:9][CH2:10][C:11]2[CH:16]=[C:15]([CH3:17])[C:14]([O:18][CH2:19][CH2:20][CH2:21][O:22][S:41]([CH3:40])(=[O:43])=[O:42])=[C:13]([CH3:23])[CH:12]=2)=[C:5]2[CH2:25][CH2:26][C:27]([CH3:29])([CH3:30])[CH2:28][C:4]=12)[CH3:2]. The catalyst class is: 165. (4) Reactant: C([O:8][C:9]1[CH:14]=[CH:13][N:12]=[C:11]([O:15][CH2:16][CH2:17][CH2:18][N:19]2[CH2:24][CH2:23][N:22]([C:25]3[CH:30]=[C:29]([CH:31]4[CH2:34][CH2:33][CH2:32]4)[N:28]=[C:27]([C:35]([CH3:38])([CH3:37])[CH3:36])[N:26]=3)[CH2:21][CH2:20]2)[N:10]=1)C1C=CC=CC=1. Product: [C:35]([C:27]1[N:26]=[C:25]([N:22]2[CH2:21][CH2:20][N:19]([CH2:18][CH2:17][CH2:16][O:15][C:11]3[N:10]=[C:9]([OH:8])[CH:14]=[CH:13][N:12]=3)[CH2:24][CH2:23]2)[CH:30]=[C:29]([CH:31]2[CH2:32][CH2:33][CH2:34]2)[N:28]=1)([CH3:38])([CH3:36])[CH3:37]. The catalyst class is: 312. (5) Product: [CH3:40][C:35]1([CH3:41])[C:36]([CH3:39])([CH3:38])[O:37][B:33]([C:2]2[CH:3]=[CH:4][C:5]3[N:6]([C:15]4[CH:32]=[CH:31][C:30]5[C:29]6[C:24](=[CH:25][CH:26]=[CH:27][CH:28]=6)[C:23]6[C:18](=[CH:19][CH:20]=[CH:21][CH:22]=6)[C:17]=5[CH:16]=4)[C:7]4[C:12]([C:13]=3[CH:14]=2)=[CH:11][CH:10]=[CH:9][CH:8]=4)[O:34]1. Reactant: Br[C:2]1[CH:3]=[CH:4][C:5]2[N:6]([C:15]3[CH:32]=[CH:31][C:30]4[C:29]5[C:24](=[CH:25][CH:26]=[CH:27][CH:28]=5)[C:23]5[C:18](=[CH:19][CH:20]=[CH:21][CH:22]=5)[C:17]=4[CH:16]=3)[C:7]3[C:12]([C:13]=2[CH:14]=1)=[CH:11][CH:10]=[CH:9][CH:8]=3.[B:33]1([B:33]2[O:37][C:36]([CH3:39])([CH3:38])[C:35]([CH3:41])([CH3:40])[O:34]2)[O:37][C:36]([CH3:39])([CH3:38])[C:35]([CH3:41])([CH3:40])[O:34]1.CC([O-])=O.[K+].C(Cl)Cl. The catalyst class is: 12. (6) Reactant: [NH2:1][C:2]1[N:7]=[C:6]([C:8]2[CH:9]=[CH:10][C:11]([F:22])=[C:12]([CH:14]([C:16]3[CH:21]=[CH:20][CH:19]=[CH:18][CH:17]=3)[OH:15])[CH:13]=2)[CH:5]=[CH:4][N:3]=1.CC(OI1(OC(C)=O)(OC(C)=O)OC(=O)C2C=CC=CC1=2)=O. Product: [NH2:1][C:2]1[N:7]=[C:6]([C:8]2[CH:9]=[CH:10][C:11]([F:22])=[C:12]([C:14]([C:16]3[CH:21]=[CH:20][CH:19]=[CH:18][CH:17]=3)=[O:15])[CH:13]=2)[CH:5]=[CH:4][N:3]=1. The catalyst class is: 2.